Dataset: Reaction yield outcomes from USPTO patents with 853,638 reactions. Task: Predict the reaction yield, written as a fraction of the theoretical maximum amount of product (1.0 means a 100% yield; for example, 0.34 means a 34% yield). (1) The reactants are Cl[C:2]1[C:8]2[CH:9]=[C:10]([F:13])[CH:11]=[CH:12][C:7]=2[N:6]([CH3:14])[C:5](=[O:15])[CH2:4][N:3]=1.C([O-])([O-])=O.[Na+].[Na+].[C:22]1(B(O)O)[CH:27]=[CH:26][CH:25]=[CH:24][CH:23]=1. The catalyst is C1C=CC(P(C2C=CC=CC=2)[C-]2C=CC=C2)=CC=1.C1C=CC(P(C2C=CC=CC=2)[C-]2C=CC=C2)=CC=1.Cl[Pd]Cl.[Fe+2]. The product is [F:13][C:10]1[CH:11]=[CH:12][C:7]2[N:6]([CH3:14])[C:5](=[O:15])[CH2:4][N:3]=[C:2]([C:22]3[CH:27]=[CH:26][CH:25]=[CH:24][CH:23]=3)[C:8]=2[CH:9]=1. The yield is 0.760. (2) The reactants are [CH3:1][O:2][CH2:3][CH2:4][CH2:5][OH:6].[C:7]1([CH3:17])[CH:12]=[CH:11][C:10]([S:13](Cl)(=[O:15])=[O:14])=[CH:9][CH:8]=1. The catalyst is C(Cl)Cl.N1C=CC=CC=1.CN(C1C=CN=CC=1)C. The product is [CH3:17][C:7]1[CH:12]=[CH:11][C:10]([S:13]([O:6][CH2:5][CH2:4][CH2:3][O:2][CH3:1])(=[O:15])=[O:14])=[CH:9][CH:8]=1. The yield is 0.760. (3) The reactants are [CH3:1][O:2][N:3]=[CH:4][C:5]1[CH:10]=[CH:9][C:8]([O:11][CH3:12])=[CH:7][CH:6]=1.C([BH3-])#N.[Na+]. No catalyst specified. The product is [CH3:12][O:11][C:8]1[CH:9]=[CH:10][C:5]([CH2:4][NH:3][O:2][CH3:1])=[CH:6][CH:7]=1. The yield is 0.960. (4) The reactants are [CH:1]([CH:3]1[CH2:6][N:5]([C:7]([O:9][C:10]([CH3:13])([CH3:12])[CH3:11])=[O:8])[CH2:4]1)=O.C1C2(CCN(C(OC(C)(C)C)=O)CC2)[CH2:17][CH:16]([C:31]([O:33][CH2:34][CH3:35])=[O:32])[NH:15]1. No catalyst specified. The product is [CH2:6]1[C:3]2([CH2:17][CH:16]([C:31]([O:33][CH2:34][CH3:35])=[O:32])[NH:15][CH2:1]2)[CH2:4][N:5]1[C:7]([O:9][C:10]([CH3:13])([CH3:12])[CH3:11])=[O:8]. The yield is 0.930. (5) The reactants are [CH3:1][O:2][C:3]1[CH:10]=[CH:9][C:6](C=O)=[C:5]([B:11]2[O:15][C:14](C)(C)C(C)(C)[O:12]2)[CH:4]=1.[BH4-].[Na+]. The catalyst is CO. The product is [CH3:1][O:2][C:3]1[CH:10]=[CH:9][C:6]2[CH2:14][O:15][B:11]([OH:12])[C:5]=2[CH:4]=1. The yield is 0.735.